Dataset: Catalyst prediction with 721,799 reactions and 888 catalyst types from USPTO. Task: Predict which catalyst facilitates the given reaction. (1) Reactant: [Cl:1][C:2]1[CH:7]=[CH:6][C:5]([C:8]2[S:9][C:10]([C:16]3[CH:21]=[CH:20][CH:19]=[CH:18][CH:17]=3)=[C:11]([CH2:13][C:14]#[N:15])[N:12]=2)=[CH:4][CH:3]=1.[N-:22]=[N+:23]=[N-:24].[Na+].[Cl-].[NH4+]. Product: [Cl:1][C:2]1[CH:3]=[CH:4][C:5]([C:8]2[S:9][C:10]([C:16]3[CH:17]=[CH:18][CH:19]=[CH:20][CH:21]=3)=[C:11]([CH2:13][C:14]3[NH:24][N:23]=[N:22][N:15]=3)[N:12]=2)=[CH:6][CH:7]=1. The catalyst class is: 9. (2) Reactant: Cl.[C:2](=[NH:8])([NH2:7])[C:3]([CH3:6])([CH3:5])[CH3:4].CC[O-].[Na+].C([O:15][CH:16]=[C:17]([C:23](OCC)=O)[C:18]([O:20][CH2:21][CH3:22])=[O:19])C. Product: [C:3]([C:2]1[N:7]=[C:16]([OH:15])[C:17]([C:18]([O:20][CH2:21][CH3:22])=[O:19])=[CH:23][N:8]=1)([CH3:6])([CH3:5])[CH3:4]. The catalyst class is: 8. (3) Reactant: Br[C:2]1[CH:3]=[C:4]([C@@H:9]2[C@:24]3([C:32]4[C:27](=[CH:28][C:29]([Cl:33])=[CH:30][CH:31]=4)[NH:26][C:25]3=[O:34])[C:16]3([CH2:21][CH2:20][C:19]([CH3:23])([CH3:22])[CH2:18][CH2:17]3)[N:15]3[C@H:10]2[C:11](=[O:47])[O:12][C@@H:13]([C:41]2[CH:46]=[CH:45][CH:44]=[CH:43][CH:42]=2)[C@H:14]3[C:35]2[CH:40]=[CH:39][CH:38]=[CH:37][CH:36]=2)[CH:5]=[C:6]([Cl:8])[CH:7]=1.[CH2:48](N(CC)CC)C.[C:55](=[O:58])(O)[O-:56].[Na+]. Product: [Cl:8][C:6]1[CH:7]=[C:2]([CH:3]=[C:4]([C@@H:9]2[C:24]3([C:32]4[C:27](=[CH:28][C:29]([Cl:33])=[CH:30][CH:31]=4)[NH:26][C:25]3=[O:34])[C:16]3([CH2:21][CH2:20][C:19]([CH3:22])([CH3:23])[CH2:18][CH2:17]3)[N:15]3[C@H:10]2[C:11](=[O:47])[O:12][C@@H:13]([C:41]2[CH:42]=[CH:43][CH:44]=[CH:45][CH:46]=2)[C@H:14]3[C:35]2[CH:36]=[CH:37][CH:38]=[CH:39][CH:40]=2)[CH:5]=1)[C:55]([O:56][CH3:48])=[O:58]. The catalyst class is: 376. (4) Reactant: [C:1]1([CH2:7][C:8]([NH2:10])=[NH:9])[CH:6]=[CH:5][CH:4]=[CH:3][CH:2]=1.Br[C:12](=[CH:15]OC(C)C)[CH:13]=[O:14].C(N(CC)CC)C. Product: [CH2:7]([C:8]1[NH:9][CH:15]=[C:12]([CH:13]=[O:14])[N:10]=1)[C:1]1[CH:6]=[CH:5][CH:4]=[CH:3][CH:2]=1. The catalyst class is: 22. (5) Reactant: [H-].[Na+].[CH3:3][NH:4][CH2:5][CH2:6][OH:7].[NH2:8][C:9]1[CH:16]=[CH:15][CH:14]=[C:13](F)[C:10]=1[C:11]#[N:12]. Product: [NH2:8][C:9]1[CH:16]=[CH:15][CH:14]=[C:13]([O:7][CH2:6][CH2:5][NH:4][CH3:3])[C:10]=1[C:11]#[N:12]. The catalyst class is: 1. (6) Product: [F:1][C:2]1[CH:3]=[C:4]([OH:18])[CH:5]=[CH:6][C:7]=1[O:8][CH2:9][CH3:10]. The catalyst class is: 7. Reactant: [F:1][C:2]1[CH:3]=[C:4](B(O)O)[CH:5]=[CH:6][C:7]=1[O:8][CH2:9][CH3:10].OO.O.S([O-])(O)=[O:18].[Na+]. (7) Reactant: [CH2:1]([N:8]1[CH2:13][CH2:12][CH:11]([N:14]2[C:27]3[CH:26]=[CH:25][C:24]([C:28]([OH:30])=[O:29])=[CH:23][C:22]=3[O:21][C:20]3[C:15]2=[CH:16][CH:17]=[CH:18][C:19]=3[O:31][CH3:32])[CH2:10][CH2:9]1)[C:2]1[CH:7]=[CH:6][CH:5]=[CH:4][CH:3]=1.[CH3:33][N:34](C(ON1N=N[C:43]2C=[CH:45][CH:46]=[N:47][C:42]1=2)=[N+](C)C)[CH3:35].F[P-](F)(F)(F)(F)F.C(N(C(C)C)CC)(C)C.C(NCC)C. Product: [CH2:46]([N:47]([CH2:42][CH3:43])[C:28]([C:24]1[CH:25]=[CH:26][C:27]2[N:14]([CH:11]3[CH2:10][CH2:9][N:8]([CH2:1][C:2]4[CH:7]=[CH:6][CH:5]=[CH:4][CH:3]=4)[CH2:13][CH2:12]3)[C:15]3[C:20]([O:21][C:22]=2[CH:23]=1)=[C:19]([O:31][CH3:32])[CH:18]=[CH:17][CH:16]=3)=[O:29])[CH3:45].[CH3:33][N:34]([CH3:35])[C:28]([C:24]1[CH:25]=[CH:26][C:27]2[N:14]([CH:11]3[CH2:12][CH2:13][N:8]([CH2:1][C:2]4[CH:7]=[CH:6][CH:5]=[CH:4][CH:3]=4)[CH2:9][CH2:10]3)[C:15]3[C:20]([O:21][C:22]=2[CH:23]=1)=[C:19]([O:31][CH3:32])[CH:18]=[CH:17][CH:16]=3)=[O:30]. The catalyst class is: 18. (8) Reactant: [C:1]([NH:8][CH2:9][C:10]([OH:12])=O)([O:3][C:4]([CH3:7])([CH3:6])[CH3:5])=[O:2].Cl.[CH3:14][NH:15][O:16][CH3:17].CCN=C=NCCCN(C)C.C1C=CC2N(O)N=NC=2C=1.CN1CCOCC1.Cl. Product: [CH3:17][O:16][N:15]([CH3:14])[C:10](=[O:12])[CH2:9][NH:8][C:1](=[O:2])[O:3][C:4]([CH3:5])([CH3:6])[CH3:7]. The catalyst class is: 2.